From a dataset of Forward reaction prediction with 1.9M reactions from USPTO patents (1976-2016). Predict the product of the given reaction. Given the reactants CC[N:3]([CH:7]([CH3:9])[CH3:8])C(C)C.BrCC(C1[CH:19]=[CH:18][C:17]([Br:20])=[CH:16][CH:15]=1)=O.[C:21]([O:25][C:26]([N:28]1[C@H:33]([C:34](O)=O)[CH2:32][C@@H:31]2[C@H:29]1[CH2:30]2)=[O:27])([CH3:24])([CH3:23])[CH3:22].C([O-])(=O)C.[NH4+:41], predict the reaction product. The product is: [Br:20][C:17]1[CH:18]=[CH:19][C:9]([C:7]2[NH:3][C:34]([C@@H:33]3[CH2:32][C@@H:31]4[C@@H:29]([CH2:30]4)[N:28]3[C:26]([O:25][C:21]([CH3:24])([CH3:23])[CH3:22])=[O:27])=[N:41][CH:8]=2)=[CH:15][CH:16]=1.